Dataset: NCI-60 drug combinations with 297,098 pairs across 59 cell lines. Task: Regression. Given two drug SMILES strings and cell line genomic features, predict the synergy score measuring deviation from expected non-interaction effect. (1) Drug 1: CC1C(C(CC(O1)OC2CC(CC3=C2C(=C4C(=C3O)C(=O)C5=C(C4=O)C(=CC=C5)OC)O)(C(=O)C)O)N)O.Cl. Drug 2: CC12CCC3C(C1CCC2O)C(CC4=C3C=CC(=C4)O)CCCCCCCCCS(=O)CCCC(C(F)(F)F)(F)F. Cell line: EKVX. Synergy scores: CSS=12.2, Synergy_ZIP=4.42, Synergy_Bliss=4.67, Synergy_Loewe=2.66, Synergy_HSA=5.35. (2) Drug 1: CC(C)(C#N)C1=CC(=CC(=C1)CN2C=NC=N2)C(C)(C)C#N. Cell line: OVCAR-4. Synergy scores: CSS=-6.94, Synergy_ZIP=2.96, Synergy_Bliss=-1.72, Synergy_Loewe=-6.68, Synergy_HSA=-6.46. Drug 2: CC1=C2C(C(=O)C3(C(CC4C(C3C(C(C2(C)C)(CC1OC(=O)C(C(C5=CC=CC=C5)NC(=O)OC(C)(C)C)O)O)OC(=O)C6=CC=CC=C6)(CO4)OC(=O)C)O)C)O.